Dataset: Full USPTO retrosynthesis dataset with 1.9M reactions from patents (1976-2016). Task: Predict the reactants needed to synthesize the given product. (1) The reactants are: [NH2:1][C:2]1[N:7]=[CH:6][C:5]([C:8]2[N:9]=[C:10]([N:27]3[CH2:32][CH2:31][O:30][CH2:29][CH2:28]3)[C:11]3[S:16][C:15]([C:17]4[CH:18]=[N:19][CH:20]=[C:21]([CH:25]=4)[C:22](O)=[O:23])=[C:14]([CH3:26])[C:12]=3[N:13]=2)=[CH:4][N:3]=1.[CH3:33][N:34]1[CH2:39][CH2:38][NH:37][CH2:36][CH2:35]1. Given the product [NH2:1][C:2]1[N:7]=[CH:6][C:5]([C:8]2[N:9]=[C:10]([N:27]3[CH2:28][CH2:29][O:30][CH2:31][CH2:32]3)[C:11]3[S:16][C:15]([C:17]4[CH:25]=[C:21]([C:22]([N:37]5[CH2:38][CH2:39][N:34]([CH3:33])[CH2:35][CH2:36]5)=[O:23])[CH:20]=[N:19][CH:18]=4)=[C:14]([CH3:26])[C:12]=3[N:13]=2)=[CH:4][N:3]=1, predict the reactants needed to synthesize it. (2) The reactants are: FC(F)(F)C(O)=O.[O:8]1[C:12]2[CH:13]=[CH:14][CH:15]=[CH:16][C:11]=2[NH:10][C:9]1=[C:17]([C:37]#[N:38])[C:18]1[C:23]([CH3:24])=[CH:22][N:21]=[C:20]([NH:25][CH2:26][C:27]2[CH:36]=[CH:35][C:30]([C:31]([O:33]C)=[O:32])=[CH:29][CH:28]=2)[N:19]=1.[OH-].[Na+]. Given the product [O:8]1[C:12]2[CH:13]=[CH:14][CH:15]=[CH:16][C:11]=2[NH:10][C:9]1=[C:17]([C:37]#[N:38])[C:18]1[C:23]([CH3:24])=[CH:22][N:21]=[C:20]([NH:25][CH2:26][C:27]2[CH:28]=[CH:29][C:30]([C:31]([OH:33])=[O:32])=[CH:35][CH:36]=2)[N:19]=1, predict the reactants needed to synthesize it. (3) Given the product [Cl:16][C:17]1[C:18]([NH:37][C:38](=[O:46])[CH2:39][CH:40]2[CH2:45][CH2:44][CH2:43][CH2:42][CH2:41]2)=[C:19]2[C:24](=[CH:25][CH:26]=1)[N:23]=[C:22]([NH:27][CH2:28][CH2:29][C:30]([OH:32])=[O:31])[CH:21]=[CH:20]2, predict the reactants needed to synthesize it. The reactants are: ClC1C=CC2N=C(C)C=CC=2C=1C(O)=O.[Cl:16][C:17]1[C:18]([NH:37][C:38](=[O:46])[CH2:39][CH:40]2[CH2:45][CH2:44][CH2:43][CH2:42][CH2:41]2)=[C:19]2[C:24](=[CH:25][CH:26]=1)[N:23]=[C:22]([NH:27][CH2:28][CH2:29][C:30]([O:32]C(C)(C)C)=[O:31])[CH:21]=[CH:20]2.FC(F)(F)C(O)=O. (4) Given the product [S:17]([O:1][CH2:2][CH2:3][O:4][CH:5]1[CH2:9][CH2:8][N:7]([C:10]([O:12][C:13]([CH3:16])([CH3:15])[CH3:14])=[O:11])[CH2:6]1)([C:20]1[CH:26]=[CH:25][C:23]([CH3:24])=[CH:22][CH:21]=1)(=[O:19])=[O:18], predict the reactants needed to synthesize it. The reactants are: [OH:1][CH2:2][CH2:3][O:4][CH:5]1[CH2:9][CH2:8][N:7]([C:10]([O:12][C:13]([CH3:16])([CH3:15])[CH3:14])=[O:11])[CH2:6]1.[S:17](Cl)([C:20]1[CH:26]=[CH:25][C:23]([CH3:24])=[CH:22][CH:21]=1)(=[O:19])=[O:18].C([O-])(O)=O.[Na+]. (5) Given the product [C:41](=[O:57])([O:43][CH2:44][CH:45]([NH:56][C:23](=[O:25])[CH2:22][N:10]1[C:11](=[O:21])[N:12]([CH2:13][C:14]2[CH:19]=[CH:18][CH:17]=[CH:16][C:15]=2[F:20])[C:8]([C:5]2[CH:4]=[CH:3][C:2]([Cl:1])=[CH:7][CH:6]=2)=[N:9]1)[C:46]1[CH:51]=[CH:50][CH:49]=[CH:48][C:47]=1[C:52]([F:55])([F:53])[F:54])[NH2:42], predict the reactants needed to synthesize it. The reactants are: [Cl:1][C:2]1[CH:7]=[CH:6][C:5]([C:8]2[N:12]([CH2:13][C:14]3[CH:19]=[CH:18][CH:17]=[CH:16][C:15]=3[F:20])[C:11](=[O:21])[N:10]([CH2:22][C:23]([OH:25])=O)[N:9]=2)=[CH:4][CH:3]=1.C(Cl)CCl.C1C=CC2N(O)N=NC=2C=1.Cl.[C:41](=[O:57])([O:43][CH2:44][CH:45]([NH2:56])[C:46]1[CH:51]=[CH:50][CH:49]=[CH:48][C:47]=1[C:52]([F:55])([F:54])[F:53])[NH2:42].Cl. (6) Given the product [NH2:1][C:2]1[N:10]=[CH:9][C:8]([Br:11])=[CH:7][C:3]=1[C:4]([NH2:15])=[O:5], predict the reactants needed to synthesize it. The reactants are: [NH2:1][C:2]1[N:10]=[CH:9][C:8]([Br:11])=[CH:7][C:3]=1[C:4](O)=[O:5].[NH4+].[Cl-].C[N:15](C(ON1N=NC2C=CC=NC1=2)=[N+](C)C)C.F[P-](F)(F)(F)(F)F.